Dataset: Peptide-MHC class I binding affinity with 185,985 pairs from IEDB/IMGT. Task: Regression. Given a peptide amino acid sequence and an MHC pseudo amino acid sequence, predict their binding affinity value. This is MHC class I binding data. The binding affinity (normalized) is 0.604. The peptide sequence is IPQSLDSWWTRL. The MHC is H-2-Ld with pseudo-sequence H-2-Ld.